This data is from Reaction yield outcomes from USPTO patents with 853,638 reactions. The task is: Predict the reaction yield, written as a fraction of the theoretical maximum amount of product (1.0 means a 100% yield; for example, 0.34 means a 34% yield). (1) The reactants are [CH:1]([C:4]1[C:8]([CH2:9][CH2:10][CH2:11][OH:12])=[CH:7][N:6]([C:13]2[CH:18]=[CH:17][C:16]([C:19]([F:22])([F:21])[F:20])=[CH:15][N:14]=2)[N:5]=1)([CH3:3])[CH3:2].O[C:24]1[CH:25]=[C:26]([CH2:30][CH2:31][C:32]([O:34]C)=[O:33])[CH:27]=[CH:28][CH:29]=1.C(P(CCCC)CCCC)CCC.N(C(N1CCCCC1)=O)=NC(N1CCCCC1)=O. The catalyst is O1CCCC1. The product is [CH:1]([C:4]1[C:8]([CH2:9][CH2:10][CH2:11][O:12][C:28]2[CH:27]=[C:26]([CH2:30][CH2:31][C:32]([OH:34])=[O:33])[CH:25]=[CH:24][CH:29]=2)=[CH:7][N:6]([C:13]2[CH:18]=[CH:17][C:16]([C:19]([F:21])([F:20])[F:22])=[CH:15][N:14]=2)[N:5]=1)([CH3:3])[CH3:2]. The yield is 0.680. (2) The reactants are [C:1]1(=[O:7])O[C:4](=[O:5])[CH:3]=[CH:2]1.[CH2:8]([NH2:16])[CH2:9][CH2:10][CH2:11][CH2:12][CH2:13][CH2:14][CH3:15].C[Si](C)(C)N[Si](C)(C)C.Cl. The catalyst is C1C=CC=CC=1.[Zn+2].[Br-].[Br-]. The product is [CH2:8]([N:16]1[C:4](=[O:5])[CH:3]=[CH:2][C:1]1=[O:7])[CH2:9][CH2:10][CH2:11][CH2:12][CH2:13][CH2:14][CH3:15]. The yield is 0.880. (3) The reactants are [OH:1][CH2:2][C:3]([CH3:8])([CH3:7])[CH2:4][C:5]#[N:6].[OH-].[NH4+].[H][H].[C:13]([O:17][C:18](O[C:18]([O:17][C:13]([CH3:16])([CH3:15])[CH3:14])=[O:19])=[O:19])([CH3:16])([CH3:15])[CH3:14]. The catalyst is C(O)C.O. The product is [C:13]([O:17][C:18]([NH:6][CH2:5][CH2:4][C:3]([CH3:8])([CH3:7])[CH2:2][OH:1])=[O:19])([CH3:16])([CH3:15])[CH3:14]. The yield is 0.660. (4) The reactants are [CH2:1]([C:3]1[NH:12][C:6]2=[CH:7][N:8]=[C:9](Cl)[CH:10]=[C:5]2[CH:4]=1)[CH3:2].[NH3:13].O. The catalyst is CCO. The product is [CH2:1]([C:3]1[NH:12][C:6]2=[CH:7][N:8]=[C:9]([NH2:13])[CH:10]=[C:5]2[CH:4]=1)[CH3:2]. The yield is 0.160. (5) The reactants are Br[CH2:2][CH2:3][CH:4]1[O:8][CH2:7][CH2:6][O:5]1.C(=O)([O-])[O-].[Cs+].[Cs+].CN(C)C(=O)C.[F:21][C:22]1[N:27]=[CH:26][C:25]([OH:28])=[CH:24][CH:23]=1. The catalyst is C(OCC)(=O)C.O. The product is [O:5]1[CH2:6][CH2:7][O:8][CH:4]1[CH2:3][CH2:2][O:28][C:25]1[CH:24]=[CH:23][C:22]([F:21])=[N:27][CH:26]=1. The yield is 0.860. (6) The reactants are C([Li])CCC.[CH2:6]([C@H:13]1[CH2:17][O:16][C:15](=[O:18])[NH:14]1)[C:7]1[CH:12]=[CH:11][CH:10]=[CH:9][CH:8]=1.[CH3:19][O:20][C:21]1[CH:26]=[CH:25][C:24]([CH2:27][C:28](Cl)=[O:29])=[CH:23][CH:22]=1. The catalyst is C1COCC1. The product is [CH2:6]([C@H:13]1[CH2:17][O:16][C:15](=[O:18])[N:14]1[C:28](=[O:29])[CH2:27][C:24]1[CH:25]=[CH:26][C:21]([O:20][CH3:19])=[CH:22][CH:23]=1)[C:7]1[CH:8]=[CH:9][CH:10]=[CH:11][CH:12]=1. The yield is 0.825. (7) The reactants are [CH3:1][N:2]1[CH:6]=[C:5]([C:7]2[CH:12]=[CH:11][C:10]([NH:13][C:14]3[N:15]=[C:16](OS(C(F)(F)F)(=O)=O)[C:17]4[CH2:23][N:22]([C:24]([O:26][C:27]([CH3:30])([CH3:29])[CH3:28])=[O:25])[CH2:21][CH2:20][C:18]=4[N:19]=3)=[CH:9][CH:8]=2)[CH:4]=[N:3]1.[C:39]1([NH:45][CH2:46][CH2:47][OH:48])[CH:44]=[CH:43][CH:42]=[CH:41][CH:40]=1. The catalyst is CS(C)=O. The product is [OH:48][CH2:47][CH2:46][N:45]([C:39]1[CH:44]=[CH:43][CH:42]=[CH:41][CH:40]=1)[C:16]1[C:17]2[CH2:23][N:22]([C:24]([O:26][C:27]([CH3:28])([CH3:29])[CH3:30])=[O:25])[CH2:21][CH2:20][C:18]=2[N:19]=[C:14]([NH:13][C:10]2[CH:11]=[CH:12][C:7]([C:5]3[CH:4]=[N:3][N:2]([CH3:1])[CH:6]=3)=[CH:8][CH:9]=2)[N:15]=1. The yield is 0.900. (8) The reactants are C[O:2][CH2:3][C:4]1[N:39]=[C:7]2[N:8]([CH:35]([CH3:38])[CH2:36][CH3:37])[C:9](=[O:34])[C:10]([CH2:15][C:16]3[CH:21]=[CH:20][C:19]([C:22]4[CH:27]=[CH:26][CH:25]=[CH:24][C:23]=4[C:28]4[NH:32][C:31](=[O:33])[O:30][N:29]=4)=[CH:18][CH:17]=3)=[C:11]([CH2:12][CH2:13][CH3:14])[N:6]2[N:5]=1.B(Br)(Br)Br.C(=O)([O-])O.[Na+].Cl. The catalyst is ClCCl. The product is [OH:2][CH2:3][C:4]1[N:39]=[C:7]2[N:8]([CH:35]([CH3:38])[CH2:36][CH3:37])[C:9](=[O:34])[C:10]([CH2:15][C:16]3[CH:17]=[CH:18][C:19]([C:22]4[CH:27]=[CH:26][CH:25]=[CH:24][C:23]=4[C:28]4[NH:32][C:31](=[O:33])[O:30][N:29]=4)=[CH:20][CH:21]=3)=[C:11]([CH2:12][CH2:13][CH3:14])[N:6]2[N:5]=1. The yield is 0.290.